Dataset: Reaction yield outcomes from USPTO patents with 853,638 reactions. Task: Predict the reaction yield, written as a fraction of the theoretical maximum amount of product (1.0 means a 100% yield; for example, 0.34 means a 34% yield). (1) The reactants are [O:1]=[CH:2][CH2:3][C@H:4]1[CH2:15][CH2:14][C:13]2[S:12][C:11]3[N:10]=[CH:9][N:8]=[C:7]([NH:16][CH:17]4[CH2:22][CH2:21][CH:20]([NH:23][C:24](=[O:30])[O:25][C:26]([CH3:29])([CH3:28])[CH3:27])[CH2:19][CH2:18]4)[C:6]=3[C:5]1=2.[CH2:31]([Mg]Br)[CH3:32]. The catalyst is C1COCC1. The product is [OH:1][CH:2]([CH2:31][CH3:32])[CH2:3][C@H:4]1[CH2:15][CH2:14][C:13]2[S:12][C:11]3[N:10]=[CH:9][N:8]=[C:7]([NH:16][CH:17]4[CH2:18][CH2:19][CH:20]([NH:23][C:24](=[O:30])[O:25][C:26]([CH3:27])([CH3:29])[CH3:28])[CH2:21][CH2:22]4)[C:6]=3[C:5]1=2. The yield is 0.500. (2) The reactants are [O:1]=[C:2]1[C:10]2[C:5](=[CH:6][CH:7]=[CH:8][CH:9]=2)[C:4](=[O:11])[N:3]1[C:12]1[S:13][C:14]([CH3:21])=[CH:15][C:16]=1[C:17]([O:19][CH3:20])=[O:18].[Br:22]N1C(=O)CCC1=O. The catalyst is C(Cl)(Cl)(Cl)Cl.C(OOC(=O)C1C=CC=CC=1)(=O)C1C=CC=CC=1. The product is [Br:22][CH2:21][C:14]1[S:13][C:12]([N:3]2[C:2](=[O:1])[C:10]3[C:5](=[CH:6][CH:7]=[CH:8][CH:9]=3)[C:4]2=[O:11])=[C:16]([C:17]([O:19][CH3:20])=[O:18])[CH:15]=1. The yield is 0.600. (3) The reactants are C1(N)C(F)=C(F)C(F)=C(N)C=1F.[ClH:13].Cl.[NH2:15][CH:16]1[CH2:21][CH2:20][N:19]([CH2:22][CH:23]2[C:33]3=[C:34]4[C:29](=[CH:30][CH:31]=[CH:32]3)[CH:28]=[CH:27][C:26](=[O:35])[N:25]4[CH2:24]2)[CH2:18][CH2:17]1.[S:36]1[C:44]2[CH:43]=[C:42]([CH:45]=O)[N:41]=[CH:40][C:39]=2[O:38][CH2:37]1. No catalyst specified. The product is [ClH:13].[S:36]1[C:44]2[CH:43]=[C:42]([CH2:45][NH:15][CH:16]3[CH2:21][CH2:20][N:19]([CH2:22][CH:23]4[C:33]5=[C:34]6[C:29](=[CH:30][CH:31]=[CH:32]5)[CH:28]=[CH:27][C:26](=[O:35])[N:25]6[CH2:24]4)[CH2:18][CH2:17]3)[N:41]=[CH:40][C:39]=2[O:38][CH2:37]1. The yield is 0.760. (4) The reactants are [Cl:1][C:2]1[CH:11]=[CH:10][CH:9]=[C:8]2[C:3]=1[N:4]=[C:5]([C:21](Cl)=[O:22])[C:6](=[O:20])[N:7]2[C:12]1[CH:17]=[CH:16][C:15]([O:18][CH3:19])=[CH:14][CH:13]=1.[C:24]1(=[O:31])[CH2:29][CH2:28][CH2:27][C:26](=[O:30])[CH2:25]1.C(N(CC)CC)C.CC(C)(O)C#N. The catalyst is C(Cl)Cl. The product is [Cl:1][C:2]1[CH:11]=[CH:10][CH:9]=[C:8]2[C:3]=1[N:4]=[C:5]([C:21]([C:25]1[C:26](=[O:30])[CH2:27][CH2:28][CH2:29][C:24]=1[OH:31])=[O:22])[C:6](=[O:20])[N:7]2[C:12]1[CH:13]=[CH:14][C:15]([O:18][CH3:19])=[CH:16][CH:17]=1. The yield is 0.930. (5) The reactants are [C:1]1([C:22]2[CH:27]=[CH:26][CH:25]=[CH:24][CH:23]=2)[CH:6]=[CH:5][CH:4]=[CH:3][C:2]=1[NH:7][C:8]([O:10]C1CCN(C(C)C(O)=O)CC1)=[O:9].ON1C2N=CC=CC=2N=N1.C(N(C[C@@H](C1C=CC(OCC2C=CC=CC=2)=C2C=1C=CC(=O)N2)O[Si](C(C)(C)C)(C)C)CCC1C=C(NC(=O)CCCNC)C=CC=1)C1C=CC=CC=1.N1C(C)=CC=CC=1C. The catalyst is CN(C=O)C.C(Cl)Cl.O. The product is [C:1]1([C:22]2[CH:27]=[CH:26][CH:25]=[CH:24][CH:23]=2)[CH:6]=[CH:5][CH:4]=[CH:3][C:2]=1[NH:7][C:8](=[O:9])[OH:10]. The yield is 0.720. (6) The reactants are C(N1C(C)=CC(OCC2C=CC=CC=2CNC(NC2N(C3C=CC=C(F)C=3)N=C(C(C)(C)C)C=2)=O)=C(Br)C1=O)C1C=CC=CC=1.C(N(CC)CC)C.C(C1C=C(NC(=O)OC2C=CC([N+]([O-])=O)=CC=2)N(C2C=CC(C)=CC=2)N=1)(C)(C)C.[Br:82][C:83]1[C:84](=[O:128])[N:85]([CH2:119][C:120]2[CH:125]=[CH:124][C:123](OC)=[CH:122][CH:121]=2)[C:86]([CH3:118])=[CH:87][C:88]=1[O:89][CH2:90][C:91]1[CH:117]=[CH:116][CH:115]=[CH:114][C:92]=1[CH2:93][NH:94][C:95]([NH:97][C:98]1[N:102]([C:103]2[CH:108]=[CH:107][C:106]([CH3:109])=[CH:105][CH:104]=2)[N:101]=[C:100]([C:110]([CH3:113])([CH3:112])[CH3:111])[CH:99]=1)=[O:96]. The catalyst is C(Cl)Cl. The product is [CH2:119]([N:85]1[C:86]([CH3:118])=[CH:87][C:88]([O:89][CH2:90][C:91]2[CH:117]=[CH:116][CH:115]=[CH:114][C:92]=2[CH2:93][NH:94][C:95]([NH:97][C:98]2[N:102]([C:103]3[CH:104]=[CH:105][C:106]([CH3:109])=[CH:107][CH:108]=3)[N:101]=[C:100]([C:110]([CH3:111])([CH3:112])[CH3:113])[CH:99]=2)=[O:96])=[C:83]([Br:82])[C:84]1=[O:128])[C:120]1[CH:125]=[CH:124][CH:123]=[CH:122][CH:121]=1. The yield is 0.490. (7) The reactants are [NH:1]1[C:9]2[C:4](=[CH:5][CH:6]=[C:7]([CH:10]([C:16]3[CH:21]=[CH:20][CH:19]=[C:18]([Cl:22])[CH:17]=3)[CH2:11][C:12]([NH:14][CH3:15])=O)[CH:8]=2)[CH:3]=[CH:2]1.N1C2C(=CC=CC=2C(C2C=CC=CC=2)CCNC)C=C1. No catalyst specified. The product is [NH:1]1[C:9]2[C:4](=[CH:5][CH:6]=[C:7]([CH:10]([C:16]3[CH:21]=[CH:20][CH:19]=[C:18]([Cl:22])[CH:17]=3)[CH2:11][CH2:12][NH:14][CH3:15])[CH:8]=2)[CH:3]=[CH:2]1. The yield is 0.830. (8) The reactants are [Si:1]([O:8][C@H:9]1[CH2:14][CH2:13][C@H:12]([N:15]2[C:20](=[O:21])[C:19]([CH2:22][C:23]3[CH:28]=[CH:27][C:26]([C:29]4[C:30]([C:35]#[N:36])=[CH:31][CH:32]=[CH:33][CH:34]=4)=[CH:25][CH:24]=3)=[C:18]([CH2:37][CH2:38][CH3:39])[N:17]3[N:40]=[CH:41][CH:42]=[C:16]23)[CH2:11][CH2:10]1)([C:4]([CH3:7])([CH3:6])[CH3:5])([CH3:3])[CH3:2].[F:43][B-](F)(F)F.F[B-](F)(F)F.ClC[N+]12CC[N+](F)(CC1)CC2.C(OCC)(=O)C.C(=O)([O-])O.[Na+]. The catalyst is C(#N)C. The product is [Si:1]([O:8][C@H:9]1[CH2:10][CH2:11][C@H:12]([N:15]2[C:20](=[O:21])[C:19]([CH2:22][C:23]3[CH:24]=[CH:25][C:26]([C:29]4[C:30]([C:35]#[N:36])=[CH:31][CH:32]=[CH:33][CH:34]=4)=[CH:27][CH:28]=3)=[C:18]([CH2:37][CH2:38][CH3:39])[N:17]3[N:40]=[CH:41][C:42]([F:43])=[C:16]23)[CH2:13][CH2:14]1)([C:4]([CH3:5])([CH3:6])[CH3:7])([CH3:3])[CH3:2]. The yield is 0.130.